From a dataset of Reaction yield outcomes from USPTO patents with 853,638 reactions. Predict the reaction yield, written as a fraction of the theoretical maximum amount of product (1.0 means a 100% yield; for example, 0.34 means a 34% yield). (1) The reactants are [C:1]([NH:4][CH:5]([C:9]([OH:11])=[O:10])[CH2:6][O:7][CH3:8])(=[O:3])[CH3:2].[OH-].[Na+].Cl. The catalyst is O. The product is [C:1]([NH:4][C@H:5]([CH2:6][O:7][CH3:8])[C:9]([OH:11])=[O:10])(=[O:3])[CH3:2]. The yield is 0.500. (2) The reactants are [CH3:1][C:2]1[CH:6]=[CH:5][S:4]C=1.[S:7]([Cl:11])(Cl)(=[O:9])=[O:8].[Cl:12]S(O)(=O)=O.Cl[CH2:18][Cl:19]. No catalyst specified. The product is [Cl:12][C:5]1[S:4][C:18]([Cl:19])=[C:2]([CH3:1])[C:6]=1[S:7]([Cl:11])(=[O:9])=[O:8]. The yield is 0.250. (3) The reactants are [Br:1][C:2]1[C:7]([N+:8]([O-])=O)=[C:6]([N:11]2[CH2:16][CH2:15][CH:14]([C:17]([N:19]3[CH2:24][CH2:23][N:22]([CH3:25])[CH2:21][CH2:20]3)=[O:18])[CH2:13][CH2:12]2)[C:5]([F:26])=[CH:4][N:3]=1.CCOC(C)=O.C(O)C. The catalyst is CO.[OH-].[OH-].[Pd+2]. The product is [BrH:1].[NH2:8][C:7]1[CH:2]=[N:3][CH:4]=[C:5]([F:26])[C:6]=1[N:11]1[CH2:12][CH2:13][CH:14]([C:17]([N:19]2[CH2:20][CH2:21][N:22]([CH3:25])[CH2:23][CH2:24]2)=[O:18])[CH2:15][CH2:16]1. The yield is 0.790. (4) The reactants are [Br:1][C:2]1[CH:6]=[N:5][NH:4][C:3]=1CO.[Si:9](Cl)([C:12]([CH3:15])([CH3:14])[CH3:13])(C)C.N1C=CN=[CH:18]1.C([O:24][CH2:25][CH3:26])C. The catalyst is CN(C)C=O. The product is [Br:1][C:2]1[CH:3]=[N:4][NH:5][C:6]=1[C:25]([CH3:26])([CH3:18])[O:24][SiH2:9][C:12]([CH3:15])([CH3:14])[CH3:13]. The yield is 0.980.